This data is from Forward reaction prediction with 1.9M reactions from USPTO patents (1976-2016). The task is: Predict the product of the given reaction. (1) The product is: [OH:7][CH2:6][CH:5]1[CH:4]([C:8]2[CH:13]=[CH:12][CH:11]=[CH:10][CH:9]=2)[C:3]1([NH:14][S:15]([C:18]1[S:19][C:20]([C:23]2[CH:27]=[C:26]([C:28]([F:29])([F:31])[F:30])[O:25][N:24]=2)=[CH:21][CH:22]=1)(=[O:16])=[O:17])[C:2]([OH:38])=[O:1]. Given the reactants [O:1]=[C:2]1[O:7][CH2:6][C@H:5]2[C@:3]1([NH:14][S:15]([C:18]1[S:19][C:20]([C:23]3[CH:27]=[C:26]([C:28]([F:31])([F:30])[F:29])[O:25][N:24]=3)=[CH:21][CH:22]=1)(=[O:17])=[O:16])[C@H:4]2[C:8]1[CH:13]=[CH:12][CH:11]=[CH:10][CH:9]=1.O[Li].O.C1C[O:38]CC1, predict the reaction product. (2) Given the reactants [Br:1][C:2]1[CH:7]=[CH:6][C:5]([NH:8][C:9]2[N:17]=[C:16](Cl)[CH:15]=[CH:14][C:10]=2[C:11]([OH:13])=[O:12])=[C:4]([F:19])[CH:3]=1.C[Si](C=[N+]=[N-])(C)C.C[OH:28].C1C=CC=CC=1, predict the reaction product. The product is: [Br:1][C:2]1[CH:7]=[CH:6][C:5]([NH:8][C:9]2[NH:17][C:16](=[O:28])[CH:15]=[CH:14][C:10]=2[C:11]([OH:13])=[O:12])=[C:4]([F:19])[CH:3]=1. (3) Given the reactants P(Cl)(Cl)([Cl:3])=O.[CH3:6][O:7][C:8]([C:10]1[CH:11]=[C:12]2[C:17](=[CH:18][CH:19]=1)[N+:16]([O-])=[CH:15][CH:14]=[CH:13]2)=[O:9], predict the reaction product. The product is: [CH3:6][O:7][C:8]([C:10]1[CH:11]=[C:12]2[C:17](=[CH:18][CH:19]=1)[N:16]=[C:15]([Cl:3])[CH:14]=[CH:13]2)=[O:9]. (4) Given the reactants C(N(C(C)C)CC)(C)C.[NH2:10][C:11]1[CH:19]=[CH:18][CH:17]=[C:16]([O:20][CH3:21])[C:12]=1[C:13]([OH:15])=[O:14].[C:22]1([C:32](Cl)=O)[C:31]2[C:26](=[CH:27][CH:28]=[CH:29][CH:30]=2)[CH:25]=[CH:24][CH:23]=1.CN(C(ON1N=NC2C=CC=NC1=2)=[N+](C)C)C.F[P-](F)(F)(F)(F)F, predict the reaction product. The product is: [CH3:21][O:20][C:16]1[C:12]2[C:13](=[O:15])[O:14][C:32]([C:22]3[C:31]4[C:26](=[CH:27][CH:28]=[CH:29][CH:30]=4)[CH:25]=[CH:24][CH:23]=3)=[N:10][C:11]=2[CH:19]=[CH:18][CH:17]=1. (5) Given the reactants [CH2:1]([C:5]1[CH:10]=[CH:9][C:8]([C:11]#[C:12][C:13]2[CH:20]=[CH:19][C:16]([CH:17]=O)=[CH:15][CH:14]=2)=[CH:7][CH:6]=1)[CH2:2][CH2:3][CH3:4].[NH2:21][C:22]1[CH:34]=[CH:33][C:25]2[O:26][C:27]([CH3:32])([CH3:31])[O:28][C:29](=[O:30])[C:24]=2[CH:23]=1, predict the reaction product. The product is: [CH2:1]([C:5]1[CH:10]=[CH:9][C:8]([C:11]#[C:12][C:13]2[CH:20]=[CH:19][C:16]([CH2:17][NH:21][C:22]3[CH:34]=[CH:33][C:25]4[O:26][C:27]([CH3:31])([CH3:32])[O:28][C:29](=[O:30])[C:24]=4[CH:23]=3)=[CH:15][CH:14]=2)=[CH:7][CH:6]=1)[CH2:2][CH2:3][CH3:4]. (6) Given the reactants [Cl:1][C:2]1[C:3]([F:11])=[C:4]([CH:8]=[CH:9][N:10]=1)C(O)=O.C([N:14]([CH2:17]C)CC)C.C1(P(N=[N+]=[N-])(C2C=CC=CC=2)=[O:26])C=CC=CC=1.[CH3:36][C:37]([OH:40])([CH3:39])[CH3:38], predict the reaction product. The product is: [C:37]([O:40][C:17](=[O:26])[NH:14][C:4]1[CH:8]=[CH:9][N:10]=[C:2]([Cl:1])[C:3]=1[F:11])([CH3:39])([CH3:38])[CH3:36].